From a dataset of Reaction yield outcomes from USPTO patents with 853,638 reactions. Predict the reaction yield, written as a fraction of the theoretical maximum amount of product (1.0 means a 100% yield; for example, 0.34 means a 34% yield). (1) The reactants are [CH3:1][N:2]1[C:6]2=[C:7]3[CH:13]=[C:12]([C:14]4[CH:15]=[C:16]([CH:20]=[CH:21][CH:22]=4)[C:17]([OH:19])=O)[N:11]([S:23]([C:26]4[CH:32]=[CH:31][C:29]([CH3:30])=[CH:28][CH:27]=4)(=[O:25])=[O:24])[C:8]3=[N:9][CH:10]=[C:5]2[CH:4]=[N:3]1.CCN(C(C)C)C(C)C.CN(C(ON1N=NC2C=CC=NC1=2)=[N+](C)C)C.F[P-](F)(F)(F)(F)F.[O:66]1[CH2:71][CH2:70][N:69]([CH2:72][CH2:73][NH2:74])[CH2:68][CH2:67]1. The catalyst is CCOC(C)=O.CN(C=O)C. The product is [CH3:1][N:2]1[C:6]2=[C:7]3[CH:13]=[C:12]([C:14]4[CH:15]=[C:16]([CH:20]=[CH:21][CH:22]=4)[C:17]([NH:74][CH2:73][CH2:72][N:69]4[CH2:70][CH2:71][O:66][CH2:67][CH2:68]4)=[O:19])[N:11]([S:23]([C:26]4[CH:32]=[CH:31][C:29]([CH3:30])=[CH:28][CH:27]=4)(=[O:24])=[O:25])[C:8]3=[N:9][CH:10]=[C:5]2[CH:4]=[N:3]1. The yield is 0.980. (2) The reactants are [CH:1]1[C:2]2[N:3]([CH:12]=[CH:13][CH:14]=2)[CH:4]=[C:5]([C:7]([O:9][CH2:10][CH3:11])=[O:8])[N:6]=1.[Br:15]N1C(=O)CCC1=O. The catalyst is C(Cl)Cl. The product is [Br:15][C:12]1[N:3]2[CH:4]=[C:5]([C:7]([O:9][CH2:10][CH3:11])=[O:8])[N:6]=[CH:1][C:2]2=[CH:14][CH:13]=1. The yield is 0.570. (3) The reactants are [Cl:1][C:2]1[CH:3]=[C:4]([OH:11])[CH:5]=[C:6]([F:10])[C:7]=1[CH2:8][OH:9].[CH:12]1([CH2:15]Br)[CH2:14][CH2:13]1. No catalyst specified. The product is [Cl:1][C:2]1[CH:3]=[C:4]([O:11][CH2:15][CH:12]2[CH2:14][CH2:13]2)[CH:5]=[C:6]([F:10])[C:7]=1[CH2:8][OH:9]. The yield is 0.770.